From a dataset of NCI-60 drug combinations with 297,098 pairs across 59 cell lines. Regression. Given two drug SMILES strings and cell line genomic features, predict the synergy score measuring deviation from expected non-interaction effect. (1) Drug 1: CNC(=O)C1=NC=CC(=C1)OC2=CC=C(C=C2)NC(=O)NC3=CC(=C(C=C3)Cl)C(F)(F)F. Drug 2: CCCCC(=O)OCC(=O)C1(CC(C2=C(C1)C(=C3C(=C2O)C(=O)C4=C(C3=O)C=CC=C4OC)O)OC5CC(C(C(O5)C)O)NC(=O)C(F)(F)F)O. Cell line: M14. Synergy scores: CSS=7.01, Synergy_ZIP=-8.75, Synergy_Bliss=-3.90, Synergy_Loewe=-19.0, Synergy_HSA=-4.53. (2) Drug 1: CC12CCC(CC1=CCC3C2CCC4(C3CC=C4C5=CN=CC=C5)C)O. Drug 2: CN1C2=C(C=C(C=C2)N(CCCl)CCCl)N=C1CCCC(=O)O.Cl. Cell line: RXF 393. Synergy scores: CSS=20.5, Synergy_ZIP=-1.77, Synergy_Bliss=4.80, Synergy_Loewe=-21.7, Synergy_HSA=4.16. (3) Drug 1: C1=NC(=NC(=O)N1C2C(C(C(O2)CO)O)O)N. Drug 2: CNC(=O)C1=NC=CC(=C1)OC2=CC=C(C=C2)NC(=O)NC3=CC(=C(C=C3)Cl)C(F)(F)F. Cell line: UACC-257. Synergy scores: CSS=2.90, Synergy_ZIP=-1.12, Synergy_Bliss=0.289, Synergy_Loewe=-5.07, Synergy_HSA=-0.815. (4) Drug 1: C1CC(C1)(C(=O)O)C(=O)O.[NH2-].[NH2-].[Pt+2]. Drug 2: C1CN(P(=O)(OC1)NCCCl)CCCl. Cell line: UACC62. Synergy scores: CSS=16.9, Synergy_ZIP=-4.54, Synergy_Bliss=1.77, Synergy_Loewe=-4.50, Synergy_HSA=2.86. (5) Drug 1: CCC(=C(C1=CC=CC=C1)C2=CC=C(C=C2)OCCN(C)C)C3=CC=CC=C3.C(C(=O)O)C(CC(=O)O)(C(=O)O)O. Drug 2: CC1=C(N=C(N=C1N)C(CC(=O)N)NCC(C(=O)N)N)C(=O)NC(C(C2=CN=CN2)OC3C(C(C(C(O3)CO)O)O)OC4C(C(C(C(O4)CO)O)OC(=O)N)O)C(=O)NC(C)C(C(C)C(=O)NC(C(C)O)C(=O)NCCC5=NC(=CS5)C6=NC(=CS6)C(=O)NCCC[S+](C)C)O. Cell line: HT29. Synergy scores: CSS=3.74, Synergy_ZIP=-2.95, Synergy_Bliss=-4.22, Synergy_Loewe=-2.52, Synergy_HSA=-4.37. (6) Drug 1: C1CC(=O)NC(=O)C1N2CC3=C(C2=O)C=CC=C3N. Drug 2: C(CN)CNCCSP(=O)(O)O. Cell line: OVCAR-5. Synergy scores: CSS=2.71, Synergy_ZIP=-0.361, Synergy_Bliss=0.206, Synergy_Loewe=-2.98, Synergy_HSA=-2.19.